Dataset: Forward reaction prediction with 1.9M reactions from USPTO patents (1976-2016). Task: Predict the product of the given reaction. (1) Given the reactants N[C:2]1C=C(C2C=CC=CC=2)C=C[C:3]=1C(NC1C=CC(OCCN2CCCC2)=C(OC)C=1)=O.[NH2:33][C:34]1[CH:58]=[C:57]([O:59][C:60]2[CH:65]=[CH:64][CH:63]=[CH:62][CH:61]=2)[CH:56]=[CH:55][C:35]=1[C:36]([NH:38][C:39]1[CH:44]=[CH:43][C:42]([O:45][CH2:46][CH2:47][N:48]2[CH2:52][CH2:51][CH2:50][CH2:49]2)=[C:41]([O:53][CH3:54])[CH:40]=1)=[O:37], predict the reaction product. The product is: [CH3:54][O:53][C:41]1[CH:40]=[C:39]([N:38]2[C:36](=[O:37])[C:35]3[C:34](=[CH:58][C:57]([O:59][C:60]4[CH:61]=[CH:62][CH:63]=[CH:64][CH:65]=4)=[CH:56][CH:55]=3)[N:33]=[C:2]2[CH3:3])[CH:44]=[CH:43][C:42]=1[O:45][CH2:46][CH2:47][N:48]1[CH2:49][CH2:50][CH2:51][CH2:52]1. (2) The product is: [Br-:20].[CH3:22][N:23]1[CH2:28][CH2:27][N:26]([C:8]2[CH:7]=[C:6]([C:2]([CH3:5])([CH3:4])[CH3:3])[C:19]3[C:10]([CH:9]=2)=[S+:11][C:12]2[C:17](=[CH:16][CH:15]=[C:14]([N:26]4[CH2:27][CH2:28][N:23]([CH3:22])[CH2:24][CH2:25]4)[CH:13]=2)[N:18]=3)[CH2:25][CH2:24]1. Given the reactants [Br-].[C:2]([C:6]1[C:19]2[NH2+:18][C:17]3[C:12](=[CH:13][C:14]([Br:20])=[CH:15][CH:16]=3)[S:11][C:10]=2[CH:9]=[C:8](Br)[CH:7]=1)([CH3:5])([CH3:4])[CH3:3].[CH3:22][N:23]1[CH2:28][CH2:27][NH:26][CH2:25][CH2:24]1, predict the reaction product. (3) Given the reactants C[O:2][C:3](=[O:44])[C@:4]([S:9]([C:12]1[CH:17]=[CH:16][C:15]([C:18]2[CH:23]=[CH:22][C:21]([NH:24][C:25]([C:27]3[O:28][C:29]4[CH:35]=[CH:34][CH:33]=[C:32]([O:36][CH2:37][C:38]5[CH:43]=[CH:42][CH:41]=[CH:40][CH:39]=5)[C:30]=4[CH:31]=3)=[O:26])=[CH:20][CH:19]=2)=[CH:14][CH:13]=1)(=[O:11])=[O:10])([CH:6]([CH3:8])[CH3:7])[NH2:5].[Li+].[OH-].O.Cl, predict the reaction product. The product is: [CH2:37]([O:36][C:32]1[C:30]2[CH:31]=[C:27]([C:25]([NH:24][C:21]3[CH:22]=[CH:23][C:18]([C:15]4[CH:16]=[CH:17][C:12]([S:9]([C@@:4]([C:3]([OH:44])=[O:2])([CH:6]([CH3:8])[CH3:7])[NH2:5])(=[O:11])=[O:10])=[CH:13][CH:14]=4)=[CH:19][CH:20]=3)=[O:26])[O:28][C:29]=2[CH:35]=[CH:34][CH:33]=1)[C:38]1[CH:39]=[CH:40][CH:41]=[CH:42][CH:43]=1. (4) The product is: [ClH:1].[O:33]1[C:30]2=[CH:29][N:26]=[C:27]([CH2:28][NH:3][CH:4]3[CH2:5][CH2:6][N:7]([CH2:10][CH2:11][N:12]4[C:21]5[C:16](=[N:17][CH:18]=[C:19]([F:22])[CH:20]=5)[CH:15]=[CH:14][C:13]4=[O:23])[CH2:8][CH2:9]3)[CH:40]=[C:37]2[CH2:38][CH2:39][CH2:34]1. Given the reactants [ClH:1].Cl.[NH2:3][CH:4]1[CH2:9][CH2:8][N:7]([CH2:10][CH2:11][N:12]2[C:21]3[C:16](=[N:17][CH:18]=[C:19]([F:22])[CH:20]=3)[CH:15]=[CH:14][C:13]2=[O:23])[CH2:6][CH2:5]1.C([N:26]([CH2:29][CH3:30])[CH2:27][CH3:28])C.S1[C:39]2[CH:38]=[C:37]([CH:40]=O)N=C[C:34]=2[O:33]C1.[BH-](OC(C)=O)(OC(C)=O)OC(C)=O.[Na+].C([O-])(O)=O.[Na+], predict the reaction product. (5) The product is: [CH3:3][C:2](=[CH2:4])[C:1]([O:6][CH2:10][CH2:11][CH2:12][CH2:13][CH2:14][CH2:15][O:16][C:17]([CH:19]1[CH2:20][CH2:21][CH:22]([CH:25]2[CH2:30][CH2:29][CH:28]([CH2:31][CH2:32][CH2:33][CH2:34][CH3:35])[CH2:27][CH2:26]2)[CH2:23][CH2:24]1)=[O:18])=[O:5]. Given the reactants [C:1]([OH:6])(=[O:5])[C:2]([CH3:4])=[CH2:3].[H-].[Na+].Br[CH2:10][CH2:11][CH2:12][CH2:13][CH2:14][CH2:15][O:16][C:17]([CH:19]1[CH2:24][CH2:23][CH:22]([CH:25]2[CH2:30][CH2:29][CH:28]([CH2:31][CH2:32][CH2:33][CH2:34][CH3:35])[CH2:27][CH2:26]2)[CH2:21][CH2:20]1)=[O:18].O, predict the reaction product. (6) Given the reactants [Si]([O:8][CH:9]1[C:17]2[S:16][C:15]([C:18]3[CH:23]=[CH:22][C:21]([N:24]([CH3:27])[CH:25]=[O:26])=[CH:20][C:19]=3[CH:28]([OH:30])[CH3:29])=[N:14][C:13]=2[CH2:12][CH2:11][CH2:10]1)(C(C)(C)C)(C)C.C([O-])(O)=O.[Na+], predict the reaction product. The product is: [OH:30][CH:28]([C:19]1[CH:20]=[C:21]([NH:24][CH3:25])[CH:22]=[CH:23][C:18]=1[C:15]1[S:16][C:17]2[CH:9]([OH:8])[CH2:10][CH2:11][CH2:12][C:13]=2[N:14]=1)[CH3:29].[OH:30][CH:28]([C:19]1[CH:20]=[C:21]([N:24]([CH3:27])[CH:25]=[O:26])[CH:22]=[CH:23][C:18]=1[C:15]1[S:16][C:17]2[CH:9]([OH:8])[CH2:10][CH2:11][CH2:12][C:13]=2[N:14]=1)[CH3:29]. (7) Given the reactants C(O)(C(F)(F)F)=O.C(OC([N:15]1[CH2:19][CH2:18][C@H:17]([OH:20])[C@H:16]1[C:21]1[O:25][N:24]=[C:23]([C:26]2[CH:31]=[CH:30][C:29]([CH2:32][CH2:33][CH2:34][CH2:35][CH2:36][CH2:37][CH2:38][CH3:39])=[CH:28][CH:27]=2)[N:22]=1)=O)(C)(C)C, predict the reaction product. The product is: [CH2:32]([C:29]1[CH:28]=[CH:27][C:26]([C:23]2[N:22]=[C:21]([C@@H:16]3[C@@H:17]([OH:20])[CH2:18][CH2:19][NH:15]3)[O:25][N:24]=2)=[CH:31][CH:30]=1)[CH2:33][CH2:34][CH2:35][CH2:36][CH2:37][CH2:38][CH3:39]. (8) The product is: [CH2:6]([O:13][C:14]1[CH:15]=[C:16]([CH:17]=[CH:18][CH:19]=1)[CH2:20][C:21]1[CH:26]=[C:25]([C:27]2[C:28]([NH2:33])=[N:29][CH:30]=[CH:31][CH:32]=2)[O:23][N:22]=1)[C:7]1[CH:12]=[CH:11][CH:10]=[CH:9][CH:8]=1. Given the reactants O1CCCC1.[CH2:6]([O:13][C:14]1[CH:15]=[C:16]([CH2:20][C:21](Cl)=[N:22][OH:23])[CH:17]=[CH:18][CH:19]=1)[C:7]1[CH:12]=[CH:11][CH:10]=[CH:9][CH:8]=1.[C:25]([C:27]1[C:28]([NH2:33])=[N:29][CH:30]=[CH:31][CH:32]=1)#[CH:26].C(N(CC)CC)C, predict the reaction product.